Task: Regression. Given two drug SMILES strings and cell line genomic features, predict the synergy score measuring deviation from expected non-interaction effect.. Dataset: NCI-60 drug combinations with 297,098 pairs across 59 cell lines (1) Drug 1: CC1CCC2CC(C(=CC=CC=CC(CC(C(=O)C(C(C(=CC(C(=O)CC(OC(=O)C3CCCCN3C(=O)C(=O)C1(O2)O)C(C)CC4CCC(C(C4)OC)O)C)C)O)OC)C)C)C)OC. Drug 2: CCC1=C2CN3C(=CC4=C(C3=O)COC(=O)C4(CC)O)C2=NC5=C1C=C(C=C5)O. Cell line: DU-145. Synergy scores: CSS=55.7, Synergy_ZIP=4.40, Synergy_Bliss=3.82, Synergy_Loewe=-42.9, Synergy_HSA=-1.51. (2) Drug 1: CC1=C(C=C(C=C1)NC(=O)C2=CC=C(C=C2)CN3CCN(CC3)C)NC4=NC=CC(=N4)C5=CN=CC=C5. Drug 2: CC1=C(N=C(N=C1N)C(CC(=O)N)NCC(C(=O)N)N)C(=O)NC(C(C2=CN=CN2)OC3C(C(C(C(O3)CO)O)O)OC4C(C(C(C(O4)CO)O)OC(=O)N)O)C(=O)NC(C)C(C(C)C(=O)NC(C(C)O)C(=O)NCCC5=NC(=CS5)C6=NC(=CS6)C(=O)NCCC[S+](C)C)O. Cell line: NCI-H460. Synergy scores: CSS=32.6, Synergy_ZIP=0.251, Synergy_Bliss=-0.457, Synergy_Loewe=-23.6, Synergy_HSA=0.0789. (3) Drug 1: CC(C)(C#N)C1=CC(=CC(=C1)CN2C=NC=N2)C(C)(C)C#N. Drug 2: CCC1(C2=C(COC1=O)C(=O)N3CC4=CC5=C(C=CC(=C5CN(C)C)O)N=C4C3=C2)O.Cl. Cell line: A498. Synergy scores: CSS=13.4, Synergy_ZIP=-4.52, Synergy_Bliss=2.40, Synergy_Loewe=-4.60, Synergy_HSA=1.72. (4) Drug 2: CC1C(C(CC(O1)OC2CC(OC(C2O)C)OC3=CC4=CC5=C(C(=O)C(C(C5)C(C(=O)C(C(C)O)O)OC)OC6CC(C(C(O6)C)O)OC7CC(C(C(O7)C)O)OC8CC(C(C(O8)C)O)(C)O)C(=C4C(=C3C)O)O)O)O. Synergy scores: CSS=17.1, Synergy_ZIP=-3.35, Synergy_Bliss=1.73, Synergy_Loewe=-9.90, Synergy_HSA=-0.913. Drug 1: CC1C(C(CC(O1)OC2CC(CC3=C2C(=C4C(=C3O)C(=O)C5=C(C4=O)C(=CC=C5)OC)O)(C(=O)C)O)N)O.Cl. Cell line: SF-268. (5) Drug 1: CC1OCC2C(O1)C(C(C(O2)OC3C4COC(=O)C4C(C5=CC6=C(C=C35)OCO6)C7=CC(=C(C(=C7)OC)O)OC)O)O. Drug 2: B(C(CC(C)C)NC(=O)C(CC1=CC=CC=C1)NC(=O)C2=NC=CN=C2)(O)O. Cell line: KM12. Synergy scores: CSS=21.4, Synergy_ZIP=-4.24, Synergy_Bliss=-3.41, Synergy_Loewe=-0.546, Synergy_HSA=-0.613. (6) Drug 1: C1CCN(CC1)CCOC2=CC=C(C=C2)C(=O)C3=C(SC4=C3C=CC(=C4)O)C5=CC=C(C=C5)O. Drug 2: C1CC(C1)(C(=O)O)C(=O)O.[NH2-].[NH2-].[Pt+2]. Cell line: SNB-75. Synergy scores: CSS=11.6, Synergy_ZIP=-4.43, Synergy_Bliss=-1.12, Synergy_Loewe=-1.65, Synergy_HSA=-1.42. (7) Drug 1: C(=O)(N)NO. Drug 2: C1C(C(OC1N2C=NC3=C2NC=NCC3O)CO)O. Cell line: NCI/ADR-RES. Synergy scores: CSS=6.45, Synergy_ZIP=-2.56, Synergy_Bliss=-0.665, Synergy_Loewe=4.30, Synergy_HSA=0.181. (8) Drug 1: COC1=NC(=NC2=C1N=CN2C3C(C(C(O3)CO)O)O)N. Drug 2: COC1=C2C(=CC3=C1OC=C3)C=CC(=O)O2. Cell line: NCI-H522. Synergy scores: CSS=-9.65, Synergy_ZIP=4.32, Synergy_Bliss=-2.01, Synergy_Loewe=-11.0, Synergy_HSA=-10.7.